This data is from Peptide-MHC class I binding affinity with 185,985 pairs from IEDB/IMGT. The task is: Regression. Given a peptide amino acid sequence and an MHC pseudo amino acid sequence, predict their binding affinity value. This is MHC class I binding data. (1) The peptide sequence is FTSDVKAAVI. The MHC is HLA-A29:02 with pseudo-sequence HLA-A29:02. The binding affinity (normalized) is 0.0451. (2) The peptide sequence is TVGMSIVCIV. The MHC is HLA-A02:06 with pseudo-sequence HLA-A02:06. The binding affinity (normalized) is 0.510. (3) The peptide sequence is SAGAPRAFI. The MHC is H-2-Db with pseudo-sequence H-2-Db. The binding affinity (normalized) is 0.155. (4) The peptide sequence is AEPGKRYIY. The MHC is Mamu-A11 with pseudo-sequence Mamu-A11. The binding affinity (normalized) is 0. (5) The peptide sequence is FVSTMPVETL. The MHC is HLA-A02:01 with pseudo-sequence HLA-A02:01. The binding affinity (normalized) is 0.549. (6) The peptide sequence is YAEGDVVVF. The MHC is HLA-A01:01 with pseudo-sequence HLA-A01:01. The binding affinity (normalized) is 0.0847.